This data is from Full USPTO retrosynthesis dataset with 1.9M reactions from patents (1976-2016). The task is: Predict the reactants needed to synthesize the given product. (1) Given the product [CH2:18]([C@H:14]([NH:13][C:11]([C:9]1[NH:8][C:5]2=[CH:6][N:7]=[C:2]([Cl:1])[CH:3]=[C:4]2[CH:10]=1)=[O:12])[C:15]([N:29]1[CH2:30][CH2:31][CH:26]([OH:25])[CH2:27][CH2:28]1)=[O:17])[C:19]1[CH:24]=[CH:23][CH:22]=[CH:21][CH:20]=1, predict the reactants needed to synthesize it. The reactants are: [Cl:1][C:2]1[CH:3]=[C:4]2[CH:10]=[C:9]([C:11]([NH:13][C@@H:14]([CH2:18][C:19]3[CH:24]=[CH:23][CH:22]=[CH:21][CH:20]=3)[C:15]([OH:17])=O)=[O:12])[NH:8][C:5]2=[CH:6][N:7]=1.[OH:25][CH:26]1[CH2:31][CH2:30][NH:29][CH2:28][CH2:27]1. (2) The reactants are: [CH:1]([C:3]1[CH:8]=[CH:7][C:6]([C:9]2[CH:14]=[CH:13][CH:12]=[C:11]([C:15]#[N:16])[CH:10]=2)=[CH:5][C:4]=1[OH:17])=[O:2].N1C=CC=CC=1.[O:24](S(C(F)(F)F)(=O)=O)[S:25]([C:28]([F:31])([F:30])[F:29])(=O)=[O:26]. Given the product [F:29][C:28]([F:31])([F:30])[S:25]([O:17][C:4]1[CH:5]=[C:6]([C:9]2[CH:14]=[CH:13][CH:12]=[C:11]([C:15]#[N:16])[CH:10]=2)[CH:7]=[CH:8][C:3]=1[CH:1]=[O:2])(=[O:26])=[O:24], predict the reactants needed to synthesize it.